From a dataset of Full USPTO retrosynthesis dataset with 1.9M reactions from patents (1976-2016). Predict the reactants needed to synthesize the given product. (1) Given the product [CH3:1][C:2]1([CH3:22])[O:6][C@@H:5]2[CH2:7][CH2:8][CH2:9][C@@H:10]([NH2:11])[C@@H:4]2[O:3]1, predict the reactants needed to synthesize it. The reactants are: [CH3:1][C:2]1([CH3:22])[O:6][C@@H:5]2[CH2:7][CH2:8][CH2:9][C@@H:10]([N:11]3C(=O)C4C(=CC=CC=4)C3=O)[C@@H:4]2[O:3]1.NN. (2) Given the product [CH2:8]([O:15][C:16]1[CH:17]=[C:18]2[C:22](=[CH:23][CH:24]=1)[N:21]([C:2]1[CH:7]=[CH:6][CH:5]=[CH:4][CH:3]=1)[CH:20]=[CH:19]2)[C:9]1[CH:10]=[CH:11][CH:12]=[CH:13][CH:14]=1, predict the reactants needed to synthesize it. The reactants are: I[C:2]1[CH:7]=[CH:6][CH:5]=[CH:4][CH:3]=1.[CH2:8]([O:15][C:16]1[CH:17]=[C:18]2[C:22](=[CH:23][CH:24]=1)[NH:21][CH:20]=[CH:19]2)[C:9]1[CH:14]=[CH:13][CH:12]=[CH:11][CH:10]=1.C([O-])([O-])=O.[Cs+].[Cs+]. (3) Given the product [CH3:1][O:2][C:3](=[O:29])[CH2:4][C@H:5]1[C:9]2[CH:10]=[CH:11][C:12]([O:14][C@H:15]3[C:23]4[C:18](=[C:19]([CH2:31][C:32]5[CH:37]=[CH:36][CH:35]=[CH:34][CH:33]=5)[C:20]([C:24]([F:27])([F:26])[F:25])=[CH:21][CH:22]=4)[CH2:17][CH2:16]3)=[CH:13][C:8]=2[O:7][CH2:6]1, predict the reactants needed to synthesize it. The reactants are: [CH3:1][O:2][C:3](=[O:29])[CH2:4][C@H:5]1[C:9]2[CH:10]=[CH:11][C:12]([O:14][C@H:15]3[C:23]4[C:18](=[C:19](Br)[C:20]([C:24]([F:27])([F:26])[F:25])=[CH:21][CH:22]=4)[CH2:17][CH2:16]3)=[CH:13][C:8]=2[O:7][CH2:6]1.[Br-].[CH2:31]([Zn+])[C:32]1[CH:37]=[CH:36][CH:35]=[CH:34][CH:33]=1. (4) The reactants are: [CH2:1]([O:3][C:4](=[O:17])[CH:5]([C:15]#[N:16])[C:6]1[C:11]([N+:12]([O-])=[O:13])=[CH:10][CH:9]=[CH:8][N:7]=1)[CH3:2].Cl. Given the product [CH2:1]([O:3][C:4]([C:5]1[C:6]2=[N:7][CH:8]=[CH:9][CH:10]=[C:11]2[N:12]([OH:13])[C:15]=1[NH2:16])=[O:17])[CH3:2], predict the reactants needed to synthesize it. (5) Given the product [Cl:8][C:6]1[C:5]([C:9]([O:11][CH3:12])=[O:10])=[C:4]([NH:13][C:14]2[CH:15]=[C:16]([CH3:20])[CH:17]=[CH:18][CH:19]=2)[N:3]=[C:2]([N:35]2[CH2:36][CH2:37][N:32]([CH2:30][CH3:31])[CH2:33][CH2:34]2)[N:7]=1, predict the reactants needed to synthesize it. The reactants are: Cl[C:2]1[N:7]=[C:6]([Cl:8])[C:5]([C:9]([O:11][CH3:12])=[O:10])=[C:4]([NH:13][C:14]2[CH:15]=[C:16]([CH3:20])[CH:17]=[CH:18][CH:19]=2)[N:3]=1.C(N(C(C)C)C(C)C)C.[CH2:30]([N:32]1[CH2:37][CH2:36][NH:35][CH2:34][CH2:33]1)[CH3:31].C([O-])(O)=O.[Na+]. (6) Given the product [CH2:27]([Sn:22]([CH2:18][CH2:19][CH2:20][CH3:21])([CH2:23][CH2:24][CH2:25][CH3:26])[C:5]1[S:1][C:2]([CH2:6][N:7]2[CH2:8][CH2:9][CH2:10][CH2:11][CH2:12]2)=[N:3][CH:4]=1)[CH2:28][CH2:29][CH3:30], predict the reactants needed to synthesize it. The reactants are: [S:1]1[CH:5]=[CH:4][N:3]=[C:2]1[CH2:6][N:7]1[CH2:12][CH2:11][CH2:10][CH2:9][CH2:8]1.C([Li])CCC.[CH2:18]([Sn:22](Cl)([CH2:27][CH2:28][CH2:29][CH3:30])[CH2:23][CH2:24][CH2:25][CH3:26])[CH2:19][CH2:20][CH3:21].C(=O)([O-])O.[Na+].